This data is from Full USPTO retrosynthesis dataset with 1.9M reactions from patents (1976-2016). The task is: Predict the reactants needed to synthesize the given product. (1) Given the product [C:1]([O:5][C:6](=[O:22])[NH:7][CH2:8][CH2:9][CH2:10][C:11]1[CH:20]=[C:19]2[C:14]([C:15](=[O:21])[NH:16][CH:17]=[N:18]2)=[CH:13][CH:12]=1)([CH3:4])([CH3:2])[CH3:3], predict the reactants needed to synthesize it. The reactants are: [C:1]([O:5][C:6](=[O:22])[NH:7][CH2:8][C:9]#[C:10][C:11]1[CH:20]=[C:19]2[C:14]([C:15](=[O:21])[NH:16][CH:17]=[N:18]2)=[CH:13][CH:12]=1)([CH3:4])([CH3:3])[CH3:2]. (2) The reactants are: Br[C:2]1[CH:3]=[C:4]2[C:9](=[CH:10][CH:11]=1)C=NC/[C:5]/2=[CH:12]\[NH:13][CH2:14][C:15]1[CH:20]=[CH:19][C:18]([O:21][CH:22]([F:24])[F:23])=[C:17]([OH:25])[CH:16]=1.[O:26]1[CH:30]=[CH:29][C:28](B(O)O)=[CH:27]1.C([O-])([O-])=[O:35].[Na+].[Na+].C[N:41]([CH3:44])[CH:42]=[O:43]. Given the product [F:23][CH:22]([F:24])[O:21][C:18]1[CH:19]=[CH:20][C:15]([CH2:14][NH:13]/[CH:12]=[C:5]2\[C:44](=[O:35])[NH:41][C:42](=[O:43])[C:3]3[C:4]\2=[CH:9][C:10]([C:28]2[CH:29]=[CH:30][O:26][CH:27]=2)=[CH:11][CH:2]=3)=[CH:16][C:17]=1[OH:25], predict the reactants needed to synthesize it.